The task is: Regression. Given a peptide amino acid sequence and an MHC pseudo amino acid sequence, predict their binding affinity value. This is MHC class I binding data.. This data is from Peptide-MHC class I binding affinity with 185,985 pairs from IEDB/IMGT. The peptide sequence is IRYPKTFGWLW. The MHC is Mamu-B17 with pseudo-sequence Mamu-B17. The binding affinity (normalized) is 0.787.